Binary Classification. Given a drug SMILES string, predict its activity (active/inactive) in a high-throughput screening assay against a specified biological target. From a dataset of Cav3 T-type calcium channel HTS with 100,875 compounds. The compound is Clc1sc2c(n(Cc3nc(oc3C)c3cc(ccc3)C)c(c2)C(OC)=O)c1. The result is 0 (inactive).